From a dataset of NCI-60 drug combinations with 297,098 pairs across 59 cell lines. Regression. Given two drug SMILES strings and cell line genomic features, predict the synergy score measuring deviation from expected non-interaction effect. (1) Drug 1: CCC1(CC2CC(C3=C(CCN(C2)C1)C4=CC=CC=C4N3)(C5=C(C=C6C(=C5)C78CCN9C7C(C=CC9)(C(C(C8N6C=O)(C(=O)OC)O)OC(=O)C)CC)OC)C(=O)OC)O.OS(=O)(=O)O. Drug 2: CC1=C2C(C(=O)C3(C(CC4C(C3C(C(C2(C)C)(CC1OC(=O)C(C(C5=CC=CC=C5)NC(=O)OC(C)(C)C)O)O)OC(=O)C6=CC=CC=C6)(CO4)OC(=O)C)O)C)O. Cell line: SK-MEL-5. Synergy scores: CSS=29.7, Synergy_ZIP=0.952, Synergy_Bliss=0.559, Synergy_Loewe=-18.8, Synergy_HSA=-2.17. (2) Drug 1: C1=CN(C(=O)N=C1N)C2C(C(C(O2)CO)O)O.Cl. Drug 2: CS(=O)(=O)CCNCC1=CC=C(O1)C2=CC3=C(C=C2)N=CN=C3NC4=CC(=C(C=C4)OCC5=CC(=CC=C5)F)Cl. Cell line: MCF7. Synergy scores: CSS=8.81, Synergy_ZIP=-1.18, Synergy_Bliss=0.719, Synergy_Loewe=0.945, Synergy_HSA=1.36.